From a dataset of Full USPTO retrosynthesis dataset with 1.9M reactions from patents (1976-2016). Predict the reactants needed to synthesize the given product. (1) Given the product [N:1]1[N:2]([C:6]2[CH:30]=[CH:29][CH:28]=[CH:27][C:7]=2[C:8]([N:10]2[C@H:15]([CH3:16])[CH2:14][CH2:13][C@@H:12]([C:17]3[O:18][C:19]([Cl:38])=[C:20]([C:22]([O:24][CH2:25][CH3:26])=[O:23])[N:21]=3)[CH2:11]2)=[O:9])[N:3]=[CH:4][CH:5]=1, predict the reactants needed to synthesize it. The reactants are: [N:1]1[N:2]([C:6]2[CH:30]=[CH:29][CH:28]=[CH:27][C:7]=2[C:8]([N:10]2[C@H:15]([CH3:16])[CH2:14][CH2:13][C@@H:12]([C:17]3[O:18][CH:19]=[C:20]([C:22]([O:24][CH2:25][CH3:26])=[O:23])[N:21]=3)[CH2:11]2)=[O:9])[N:3]=[CH:4][CH:5]=1.C1C(=O)N([Cl:38])C(=O)C1.O. (2) Given the product [CH3:74][N:75]([CH3:87])[CH2:76][CH2:77][O:78][C:79]1[N:84]=[C:83]([NH:85][C:2]2[CH:11]=[CH:10][C:9]3[C:8]4[C:12]5[NH:19][CH2:18][C@@H:17]([CH3:20])[NH:16][C:15](=[O:21])[C:13]=5[S:14][C:7]=4[CH:6]=[CH:5][C:4]=3[N:3]=2)[CH:82]=[C:81]([F:86])[N:80]=1, predict the reactants needed to synthesize it. The reactants are: Cl[C:2]1[CH:11]=[CH:10][C:9]2[C:8]3[C:12]4[NH:19][CH2:18][C@@H:17]([CH3:20])[NH:16][C:15](=[O:21])[C:13]=4[S:14][C:7]=3[CH:6]=[CH:5][C:4]=2[N:3]=1.C1C=CC(P(C2C(C3C(P(C4C=CC=CC=4)C4C=CC=CC=4)=CC=C4C=3C=CC=C4)=C3C(C=CC=C3)=CC=2)C2C=CC=CC=2)=CC=1.C(=O)([O-])[O-].[Cs+].[Cs+].[CH3:74][N:75]([CH3:87])[CH2:76][CH2:77][O:78][C:79]1[N:84]=[C:83]([NH2:85])[CH:82]=[C:81]([F:86])[N:80]=1. (3) Given the product [C:11]([O:10][C:8](=[O:9])[NH:1][CH2:2][CH2:3][O:4][CH2:5][CH2:6][OH:7])([CH3:14])([CH3:13])[CH3:12], predict the reactants needed to synthesize it. The reactants are: [NH2:1][CH2:2][CH2:3][O:4][CH2:5][CH2:6][OH:7].[C:8](O[C:8]([O:10][C:11]([CH3:14])([CH3:13])[CH3:12])=[O:9])([O:10][C:11]([CH3:14])([CH3:13])[CH3:12])=[O:9].